Predict the product of the given reaction. From a dataset of Forward reaction prediction with 1.9M reactions from USPTO patents (1976-2016). (1) Given the reactants [C:1]([O:5][C:6](=[O:26])[NH:7][CH2:8][CH2:9][NH:10][CH:11]1[CH:15]([OH:16])[CH2:14][N:13]([C:17](=[O:25])[C:18]2[CH:23]=[CH:22][C:21]([Cl:24])=[CH:20][CH:19]=2)[CH2:12]1)([CH3:4])([CH3:3])[CH3:2].N1C=CN=C1.[CH3:32][C:33]([Si:36](Cl)([CH3:38])[CH3:37])([CH3:35])[CH3:34].CCOC(C)=O, predict the reaction product. The product is: [C:1]([O:5][C:6](=[O:26])[NH:7][CH2:8][CH2:9][NH:10][CH:11]1[CH:15]([O:16][Si:36]([C:33]([CH3:35])([CH3:34])[CH3:32])([CH3:38])[CH3:37])[CH2:14][N:13]([C:17](=[O:25])[C:18]2[CH:19]=[CH:20][C:21]([Cl:24])=[CH:22][CH:23]=2)[CH2:12]1)([CH3:4])([CH3:2])[CH3:3]. (2) Given the reactants [C:1]([O:4][CH2:5][C:6]1[C:11](B2OC(C)(C)C(C)(C)O2)=[CH:10][CH:9]=[CH:8][C:7]=1[N:21]1[N:30]=[CH:29][C:28]2[C:23](=[C:24]([F:35])[CH:25]=[C:26]([C:31]([CH3:34])([CH3:33])[CH3:32])[CH:27]=2)[C:22]1=[O:36])(=[O:3])[CH3:2].[N:37]1([CH2:41][C:42]2[N:46]([CH3:47])[N:45]=[C:44]([NH:48][C:49]3[C:50](=[O:57])[N:51]([CH3:56])[N:52]=[C:53](Cl)[CH:54]=3)[CH:43]=2)[CH2:40][CH2:39][CH2:38]1.P([O-])([O-])([O-])=O.[K+].[K+].[K+].C1(P(C2CCCCC2)C2C=CC=CC=2C2C(C(C)C)=CC(C(C)C)=CC=2C(C)C)CCCCC1.[Cl-].[NH4+], predict the reaction product. The product is: [N:37]1([CH2:41][C:42]2[N:46]([CH3:47])[N:45]=[C:44]([NH:48][C:49]3[C:50](=[O:57])[N:51]([CH3:56])[N:52]=[C:53]([C:11]4[CH:10]=[CH:9][CH:8]=[C:7]([N:21]5[N:30]=[CH:29][C:28]6[C:23](=[C:24]([F:35])[CH:25]=[C:26]([C:31]([CH3:33])([CH3:34])[CH3:32])[CH:27]=6)[C:22]5=[O:36])[C:6]=4[CH2:5][O:4][C:1](=[O:3])[CH3:2])[CH:54]=3)[CH:43]=2)[CH2:40][CH2:39][CH2:38]1. (3) Given the reactants [CH3:1][O:2][C:3](=[O:14])[CH2:4][C:5]1[CH:10]=[CH:9][C:8]([OH:11])=[C:7]([O:12][CH3:13])[CH:6]=1.[Na].Cl[C:17]1[C:18]([N+:34]([O-:36])=[O:35])=[C:19]2[C:23](=[CH:24][CH:25]=1)[N:22]([CH2:26][O:27][CH2:28][CH2:29][Si:30]([CH3:33])([CH3:32])[CH3:31])[N:21]=[CH:20]2, predict the reaction product. The product is: [CH3:13][O:12][C:7]1[CH:6]=[C:5]([CH2:4][C:3]([O:2][CH3:1])=[O:14])[CH:10]=[CH:9][C:8]=1[O:11][C:17]1[C:18]([N+:34]([O-:36])=[O:35])=[C:19]2[C:23](=[CH:24][CH:25]=1)[N:22]([CH2:26][O:27][CH2:28][CH2:29][Si:30]([CH3:32])([CH3:33])[CH3:31])[N:21]=[CH:20]2. (4) Given the reactants [CH2:1]([O:8][C:9]1[CH:14]=[CH:13][C:12]([CH2:15][C:16](Cl)=[N:17][OH:18])=[CH:11][CH:10]=1)[C:2]1[CH:7]=[CH:6][CH:5]=[CH:4][CH:3]=1.O1CCCC1.[C:25]([C:27]1[CH:28]=[CH:29][C:30]([NH2:34])=[N:31][C:32]=1[CH3:33])#[CH:26].C(N(CC)CC)C, predict the reaction product. The product is: [CH2:1]([O:8][C:9]1[CH:14]=[CH:13][C:12]([CH2:15][C:16]2[CH:26]=[C:25]([C:27]3[CH:28]=[CH:29][C:30]([NH2:34])=[N:31][C:32]=3[CH3:33])[O:18][N:17]=2)=[CH:11][CH:10]=1)[C:2]1[CH:7]=[CH:6][CH:5]=[CH:4][CH:3]=1. (5) The product is: [F:21][C:22]1([F:26])[CH2:25][N:24]([CH:2]2[CH2:19][CH2:18][C:5]3([CH2:10][CH2:9][N:8]([C:11]([O:13][C:14]([CH3:17])([CH3:16])[CH3:15])=[O:12])[CH2:7][CH2:6]3)[CH2:4][CH2:3]2)[CH2:23]1. Given the reactants O=[C:2]1[CH2:19][CH2:18][C:5]2([CH2:10][CH2:9][N:8]([C:11]([O:13][C:14]([CH3:17])([CH3:16])[CH3:15])=[O:12])[CH2:7][CH2:6]2)[CH2:4][CH2:3]1.Cl.[F:21][C:22]1([F:26])[CH2:25][NH:24][CH2:23]1.C(N(CC)CC)C.C(O[BH-](OC(=O)C)OC(=O)C)(=O)C.[Na+].C(=O)(O)[O-].[Na+], predict the reaction product. (6) The product is: [C:4]([O:3][C:1]([N:8]1[CH2:9][CH2:10][N:11]([C:36]([C:33]2[CH:34]=[CH:35][C:28]3[O:27][CH2:26][CH2:25][C:24]4[C:30](=[N:31][N:22]([C:21]5[N:17]([CH:14]([CH3:15])[CH3:16])[N:18]=[CH:19][N:20]=5)[CH:23]=4)[C:29]=3[CH:32]=2)=[O:37])[CH2:12][CH2:13]1)=[O:2])([CH3:7])([CH3:6])[CH3:5]. Given the reactants [C:1]([N:8]1[CH2:13][CH2:12][NH:11][CH2:10][CH2:9]1)([O:3][C:4]([CH3:7])([CH3:6])[CH3:5])=[O:2].[CH:14]([N:17]1[C:21]([N:22]2[N:31]=[C:30]3[C:24]([CH2:25][CH2:26][O:27][C:28]4[CH:35]=[CH:34][C:33]([C:36](O)=[O:37])=[CH:32][C:29]=43)=[CH:23]2)=[N:20][CH:19]=[N:18]1)([CH3:16])[CH3:15].CCN=C=NCCCN(C)C.C1C=CC2N(O)N=NC=2C=1.C(N(CC)CC)C, predict the reaction product. (7) Given the reactants [Cl:1][C:2]1[C:10]2[O:9][CH:8](/[CH:11]=[CH:12]/[C:13]([O:15]CC)=[O:14])[CH2:7][C:6]=2[CH:5]=[C:4]([C:18]2[CH:23]=[CH:22][CH:21]=[C:20]([S:24]([N:27]3[CH2:32][CH2:31][O:30][CH2:29][CH2:28]3)(=[O:26])=[O:25])[CH:19]=2)[CH:3]=1.[Li+].[OH-].O.Cl, predict the reaction product. The product is: [Cl:1][C:2]1[C:10]2[O:9][CH:8](/[CH:11]=[CH:12]/[C:13]([OH:15])=[O:14])[CH2:7][C:6]=2[CH:5]=[C:4]([C:18]2[CH:23]=[CH:22][CH:21]=[C:20]([S:24]([N:27]3[CH2:32][CH2:31][O:30][CH2:29][CH2:28]3)(=[O:26])=[O:25])[CH:19]=2)[CH:3]=1.